This data is from Catalyst prediction with 721,799 reactions and 888 catalyst types from USPTO. The task is: Predict which catalyst facilitates the given reaction. Reactant: [Br:1][C:2]1[CH:7]=[CH:6][CH:5]=[CH:4][C:3]=1[OH:8].[OH-].[Na+].Br[CH2:12][CH2:13][C:14]([OH:16])=[O:15]. The catalyst class is: 6. Product: [Br:1][C:2]1[CH:7]=[CH:6][CH:5]=[CH:4][C:3]=1[O:8][CH2:12][CH2:13][C:14]([OH:16])=[O:15].